The task is: Predict the reaction yield, written as a fraction of the theoretical maximum amount of product (1.0 means a 100% yield; for example, 0.34 means a 34% yield).. This data is from Reaction yield outcomes from USPTO patents with 853,638 reactions. (1) The reactants are [CH3:1][N:2]1[CH:6]=[C:5]([C:7]([O:9]CC)=O)[CH:4]=[N:3]1.C1(C)C=CC=CC=1.[C:19](#[N:21])[CH3:20].CC([O-])(C)C.[K+].Cl. The catalyst is O. The product is [CH3:1][N:2]1[CH:6]=[C:5]([C:7](=[O:9])[CH2:20][C:19]#[N:21])[CH:4]=[N:3]1. The yield is 0.211. (2) The reactants are [Cl-].[CH3:2][S+](C)(C)=O.[H-].[Na+].[CH3:9][O:10][C:11]([C:13]1[S:14][C:15]([C:35]#[C:36][C:37]([CH3:40])([CH3:39])[CH3:38])=[CH:16][C:17]=1[N:18]([C:26]([C@@H:28]1[CH2:33][CH2:32][C:31]([CH3:34])=[CH:30][CH2:29]1)=[O:27])[CH:19]1[CH2:24][CH2:23][C:22](=[O:25])[CH2:21][CH2:20]1)=[O:12].C(O)(=O)CC(CC(O)=O)(C(O)=O)O. The catalyst is CS(C)=O.C1COCC1. The product is [CH3:9][O:10][C:11]([C:13]1[S:14][C:15]([C:35]#[C:36][C:37]([CH3:40])([CH3:39])[CH3:38])=[CH:16][C:17]=1[N:18]([C:26]([C@@H:28]1[CH2:33][CH2:32][C:31]([CH3:34])=[CH:30][CH2:29]1)=[O:27])[CH:19]1[CH2:20][CH2:21][C:22]2([O:25][CH2:2]2)[CH2:23][CH2:24]1)=[O:12]. The yield is 0.700. (3) The reactants are [CH:1]1([CH2:7][CH2:8][CH2:9][CH2:10][CH:11]=O)[CH2:6][CH2:5][CH2:4][CH2:3][CH2:2]1.[OH2:13].[CH3:14][CH2:15][O:16][CH2:17][CH3:18]. The catalyst is C1COCC1. The product is [CH:1]1([CH2:7][CH2:8][CH2:9][CH2:10]/[CH:11]=[CH:14]/[C:15]([O:16][CH2:17][CH3:18])=[O:13])[CH2:2][CH2:3][CH2:4][CH2:5][CH2:6]1. The yield is 0.770. (4) The reactants are [CH3:1][O:2][CH:3]([O:33][CH3:34])[C@:4]1([CH3:32])[C@@H:9]([OH:10])[C@H:8]([N:11]([C:18]2[CH:23]=[CH:22][C:21]([Cl:24])=[CH:20][CH:19]=2)[CH2:12][C:13]2[NH:14][CH:15]=[CH:16][N:17]=2)[C:7]2[CH:25]=[C:26]([N+:29]([O-])=O)[CH:27]=[CH:28][C:6]=2[O:5]1.[BH4-].[Na+].C(OCC)(=O)C. The catalyst is CO.CC([O-])=O.CC([O-])=O.[Cu+2]. The product is [NH2:29][C:26]1[CH:27]=[CH:28][C:6]2[O:5][C@@:4]([CH:3]([O:33][CH3:34])[O:2][CH3:1])([CH3:32])[C@@H:9]([OH:10])[C@H:8]([N:11]([C:18]3[CH:19]=[CH:20][C:21]([Cl:24])=[CH:22][CH:23]=3)[CH2:12][C:13]3[NH:14][CH:15]=[CH:16][N:17]=3)[C:7]=2[CH:25]=1. The yield is 0.350. (5) The reactants are [O:1]1CCO[CH:2]1[C:6]1[CH:7]=[C:8]([N:12]2[CH2:16][CH2:15][CH2:14][CH2:13]2)[CH:9]=[CH:10][CH:11]=1.Cl.CCOC(C)=O. The catalyst is C1COCC1. The product is [N:12]1([C:8]2[CH:7]=[C:6]([CH:11]=[CH:10][CH:9]=2)[CH:2]=[O:1])[CH2:16][CH2:15][CH2:14][CH2:13]1. The yield is 0.920. (6) The reactants are Cl[C:2]1[CH:7]=[CH:6][C:5]([O:8][C:9]2[CH:14]=[CH:13][C:12]([F:15])=[C:11]([F:16])[CH:10]=2)=[CH:4][N:3]=1.[F:17][C:18]1[CH:24]=[CH:23][C:21]([NH2:22])=[CH:20][C:19]=1[O:25][CH3:26].C1(P(C2C=CC=CC=2)C2C3OC4C(=CC=CC=4P(C4C=CC=CC=4)C4C=CC=CC=4)C(C)(C)C=3C=CC=2)C=CC=CC=1.C(=O)([O-])[O-].[Cs+].[Cs+]. The catalyst is O1CCOCC1.C(OCC)(=O)C. The product is [F:16][C:11]1[CH:10]=[C:9]([CH:14]=[CH:13][C:12]=1[F:15])[O:8][C:5]1[CH:6]=[CH:7][C:2]([NH:22][C:21]2[CH:23]=[CH:24][C:18]([F:17])=[C:19]([O:25][CH3:26])[CH:20]=2)=[N:3][CH:4]=1. The yield is 0.210. (7) The product is [F:5][CH2:4][CH:3]([N:6]1[CH2:7][CH2:8][C:9]2[CH:16]=[C:15]([NH2:17])[C:14]([O:20][CH3:21])=[CH:13][C:10]=2[CH2:11][CH2:12]1)[CH2:2][F:1]. The yield is 1.00. The catalyst is [Pd]. The reactants are [F:1][CH2:2][CH:3]([N:6]1[CH2:12][CH2:11][C:10]2[CH:13]=[C:14]([O:20][CH3:21])[C:15]([N+:17]([O-])=O)=[CH:16][C:9]=2[CH2:8][CH2:7]1)[CH2:4][F:5].CO.